This data is from CYP3A4 inhibition data for predicting drug metabolism from PubChem BioAssay. The task is: Regression/Classification. Given a drug SMILES string, predict its absorption, distribution, metabolism, or excretion properties. Task type varies by dataset: regression for continuous measurements (e.g., permeability, clearance, half-life) or binary classification for categorical outcomes (e.g., BBB penetration, CYP inhibition). Dataset: cyp3a4_veith. (1) The molecule is CCOC(=O)n1ccn(C)c1=S. The result is 0 (non-inhibitor). (2) The drug is C#CCN(C)[C@H](C)Cc1ccccc1. The result is 0 (non-inhibitor). (3) The compound is CN1CCCC2(CCN(S(=O)(=O)c3ccccc3)CC2)C1. The result is 0 (non-inhibitor). (4) The compound is CCOc1ccc(N2CC(C(=O)NCc3cccc(C)c3)CC2=O)cc1. The result is 1 (inhibitor). (5) The compound is Cc1cccc(NC(=O)CCS(=O)(=O)c2cccc3nsnc23)c1C. The result is 0 (non-inhibitor). (6) The molecule is COc1ccc(Oc2coc3cc(OC(=O)c4cccs4)ccc3c2=O)cc1. The result is 1 (inhibitor). (7) The molecule is c1ccc(-c2ccccn2)nc1. The result is 0 (non-inhibitor).